Dataset: Full USPTO retrosynthesis dataset with 1.9M reactions from patents (1976-2016). Task: Predict the reactants needed to synthesize the given product. (1) Given the product [N:13]1[CH:14]=[CH:15][CH:16]=[CH:17][C:12]=1[N:2]=[C:1]1[C:3]2[C:4](=[CH:5][CH:6]=[CH:7][CH:8]=2)[C:9](=[N:11][C:12]2[CH:17]=[CH:16][CH:15]=[CH:14][N:13]=2)[NH:10]1, predict the reactants needed to synthesize it. The reactants are: [C:1]([C:3]1[CH:8]=[CH:7][CH:6]=[CH:5][C:4]=1[C:9]#[N:10])#[N:2].[NH2:11][C:12]1[CH:17]=[CH:16][CH:15]=[CH:14][N:13]=1.[Cl-].[Cl-].[Ca+2]. (2) The reactants are: [NH2:1][C:2]1[C:3]([C:14]([O:16]C)=O)=[N:4][C:5]([C:8]2[CH:9]=[N:10][CH:11]=[CH:12][CH:13]=2)=[CH:6][N:7]=1.[NH2:18][NH2:19].CO. Given the product [NH2:1][C:2]1[C:3]([C:14]([NH:18][NH2:19])=[O:16])=[N:4][C:5]([C:8]2[CH:9]=[N:10][CH:11]=[CH:12][CH:13]=2)=[CH:6][N:7]=1, predict the reactants needed to synthesize it. (3) Given the product [CH3:11][O:12][C:13](=[O:18])[CH:14]([O:10][C:5]1[CH:4]=[CH:3][C:2]([Cl:1])=[CH:9][C:6]=1[CH:7]=[O:8])[CH2:15][CH3:16], predict the reactants needed to synthesize it. The reactants are: [Cl:1][C:2]1[CH:3]=[CH:4][C:5]([OH:10])=[C:6]([CH:9]=1)[CH:7]=[O:8].[CH3:11][O:12][C:13](=[O:18])[CH:14](Br)[CH2:15][CH3:16].C([O-])([O-])=O.[K+].[K+]. (4) Given the product [N:44]1[CH:45]=[CH:46][N:47]2[CH:52]=[C:51]([C:53]3[N:62]=[C:61]([N:63]4[CH2:64][CH:65]([C:4]5[CH:9]=[CH:8][CH:7]=[CH:6][CH:5]=5)[C:72]5[C:77](=[CH:76][CH:75]=[CH:74][CH:73]=5)[CH2:28]4)[C:60]4[C:55](=[CH:56][CH:57]=[CH:58][CH:59]=4)[N:54]=3)[CH:50]=[N:49][C:48]=12, predict the reactants needed to synthesize it. The reactants are: ClC1N=C(N2CC[C:9]3[C:4](=[CH:5][CH:6]=[CH:7][CH:8]=3)C2[C:4]2[CH:9]=[CH:8][CH:7]=[CH:6][CH:5]=2)[C:9]2[C:4](=[CH:5][CH:6]=[CH:7][CH:8]=2)N=1.[CH3:28]C1(C)C(C)(C)OB(C2C=NC(N)=NC=2)O1.[N:44]1[CH:45]=[CH:46][N:47]2[CH:52]=[C:51]([C:53]3[N:62]=[C:61]([NH:63][CH2:64][CH:65]([C:72]4[CH:77]=[CH:76][CH:75]=[CH:74][CH:73]=4)N4CCCCC4)[C:60]4[C:55](=[CH:56][CH:57]=[CH:58][CH:59]=4)[N:54]=3)[CH:50]=[N:49][C:48]=12.